Dataset: Reaction yield outcomes from USPTO patents with 853,638 reactions. Task: Predict the reaction yield, written as a fraction of the theoretical maximum amount of product (1.0 means a 100% yield; for example, 0.34 means a 34% yield). (1) The reactants are [CH2:1](O)[CH3:2].C(=O)([O-])[O-].[Na+].[Na+].[NH2:10][C:11]1[N:12]=[N:13][C:14]([Cl:18])=[CH:15][C:16]=1Br.O.[C:20]1([CH3:26])[CH:25]=C[CH:23]=[CH:22][CH:21]=1. No catalyst specified. The product is [Cl:18][C:14]1[N:13]=[N:12][C:11]([NH2:10])=[C:16]([C:23]2[CH:22]=[CH:21][C:20]([CH3:26])=[CH:25][C:1]=2[CH3:2])[CH:15]=1. The yield is 0.820. (2) The reactants are [CH2:1]([S:3]([N:6]1[CH2:11][CH2:10][CH:9]([C:12]2[C:20]3[C:15](=[C:16]([C:30]([NH2:32])=[O:31])[CH:17]=[C:18]([C:21]4[CH:26]=[C:25]([CH:27]=O)[CH:24]=[CH:23][C:22]=4[F:29])[CH:19]=3)[NH:14][CH:13]=2)[CH2:8][CH2:7]1)(=[O:5])=[O:4])[CH3:2].[F:33][C:34]([F:38])([F:37])[CH2:35][NH2:36].[CH3:39][OH:40]. The catalyst is ClCCl.C(O)(=O)C. The product is [F:33][C:34]([F:38])([F:37])[C:39]([OH:4])=[O:40].[CH2:1]([S:3]([N:6]1[CH2:11][CH2:10][CH:9]([C:12]2[C:20]3[C:15](=[C:16]([C:30]([NH2:32])=[O:31])[CH:17]=[C:18]([C:21]4[CH:26]=[C:25]([CH2:27][NH:36][CH2:35][C:34]([F:38])([F:37])[F:33])[CH:24]=[CH:23][C:22]=4[F:29])[CH:19]=3)[NH:14][CH:13]=2)[CH2:8][CH2:7]1)(=[O:5])=[O:4])[CH3:2]. The yield is 0.240. (3) The reactants are Br[C:2]1[N:3]=[C:4]([CH:7]([O:20][Si:21]([C:24]([CH3:27])([CH3:26])[CH3:25])([CH3:23])[CH3:22])[CH2:8][CH2:9][CH2:10][CH2:11][CH2:12][CH2:13][C:14]2[CH:19]=[CH:18][CH:17]=[CH:16][CH:15]=2)[O:5][CH:6]=1.C([Sn](CCCC)(CCCC)[C:33]1[CH:38]=[CH:37][CH:36]=[CH:35][CH:34]=1)CCC. No catalyst specified. The product is [Si:21]([O:20][CH:7]([C:4]1[O:5][CH:6]=[C:2]([C:33]2[CH:38]=[CH:37][CH:36]=[CH:35][CH:34]=2)[N:3]=1)[CH2:8][CH2:9][CH2:10][CH2:11][CH2:12][CH2:13][C:14]1[CH:19]=[CH:18][CH:17]=[CH:16][CH:15]=1)([C:24]([CH3:27])([CH3:26])[CH3:25])([CH3:23])[CH3:22]. The yield is 0.750.